Dataset: Reaction yield outcomes from USPTO patents with 853,638 reactions. Task: Predict the reaction yield, written as a fraction of the theoretical maximum amount of product (1.0 means a 100% yield; for example, 0.34 means a 34% yield). The reactants are [O:1]1[C:5]2[CH:6]=[CH:7][CH:8]=[CH:9][C:4]=2[CH:3]=[C:2]1[C:10](=O)[C:11]([O:13]CC)=O.[C:17]1([NH2:24])[CH:22]=[CH:21][CH:20]=[CH:19][C:18]=1[NH2:23]. The catalyst is CCO. The product is [O:1]1[C:5]2[CH:6]=[CH:7][CH:8]=[CH:9][C:4]=2[CH:3]=[C:2]1[C:10]1[C:11]([OH:13])=[N:23][C:18]2[C:17]([N:24]=1)=[CH:22][CH:21]=[CH:20][CH:19]=2. The yield is 0.940.